Dataset: Forward reaction prediction with 1.9M reactions from USPTO patents (1976-2016). Task: Predict the product of the given reaction. (1) Given the reactants [NH:1]1[CH2:5][CH2:4][CH2:3][CH2:2]1.CCN(C(C)C)C(C)C.[Cl:15][C:16]1[N:21]=[C:20]2[NH:22][C:23]([C:25]([NH:27][C@@H:28]([CH2:32][C:33]3[CH:38]=[CH:37][C:36]([F:39])=[CH:35][CH:34]=3)[C:29](O)=[O:30])=[O:26])=[CH:24][C:19]2=[CH:18][CH:17]=1.C1C=CC2N(O)N=NC=2C=1.CCN=C=NCCCN(C)C, predict the reaction product. The product is: [F:39][C:36]1[CH:35]=[CH:34][C:33]([CH2:32][C@H:28]([NH:27][C:25]([C:23]2[NH:22][C:20]3=[N:21][C:16]([Cl:15])=[CH:17][CH:18]=[C:19]3[CH:24]=2)=[O:26])[C:29](=[O:30])[N:1]2[CH2:5][CH2:4][CH2:3][CH2:2]2)=[CH:38][CH:37]=1. (2) Given the reactants [CH:1]([N:4]1[C:8]2[N:9]=[C:10]3[CH2:16][NH:15][CH2:14][CH2:13][CH2:12][N:11]3[C:17](=[O:18])[C:7]=2[CH:6]=[N:5]1)([CH3:3])[CH3:2].[CH3:19][O:20][C:21]1[CH:28]=[CH:27][C:24]([CH:25]=O)=[CH:23][CH:22]=1.C(O[BH-](OC(=O)C)OC(=O)C)(=O)C.[Na+].O, predict the reaction product. The product is: [CH:1]([N:4]1[C:8]2[N:9]=[C:10]3[CH2:16][N:15]([CH2:25][C:24]4[CH:27]=[CH:28][C:21]([O:20][CH3:19])=[CH:22][CH:23]=4)[CH2:14][CH2:13][CH2:12][N:11]3[C:17](=[O:18])[C:7]=2[CH:6]=[N:5]1)([CH3:3])[CH3:2].